This data is from Forward reaction prediction with 1.9M reactions from USPTO patents (1976-2016). The task is: Predict the product of the given reaction. (1) Given the reactants [F:1][C:2]1[CH:7]=[CH:6][C:5]([NH:8][C:9](=O)[CH2:10][NH:11][CH2:12][CH2:13][OH:14])=[CH:4][CH:3]=1.C(P(CCCC)CCCC)CCC.N(C(OC(C)(C)C)=O)=NC(OC(C)(C)C)=O.[ClH:45].CO, predict the reaction product. The product is: [ClH:45].[F:1][C:2]1[CH:7]=[CH:6][C:5]([N:8]2[CH2:9][CH2:10][NH:11][CH2:12][C:13]2=[O:14])=[CH:4][CH:3]=1. (2) Given the reactants [Si:1]([O:8][CH2:9][C:10]1[N:15]=[CH:14][C:13]2[N:16]=[CH:17][N:18]([C:19]3[S:23][C:22]([C:24]([O:26][CH3:27])=[O:25])=[C:21]([OH:28])[CH:20]=3)[C:12]=2[CH:11]=1)([C:4]([CH3:7])([CH3:6])[CH3:5])([CH3:3])[CH3:2].[F:29][C:30]1[CH:35]=[CH:34][CH:33]=[CH:32][C:31]=1[C@@H:36](O)[CH3:37].C1(P(C2C=CC=CC=2)C2C=CC=CC=2)C=CC=CC=1.N(C(OC(C)(C)C)=O)=NC(OC(C)(C)C)=O, predict the reaction product. The product is: [Si:1]([O:8][CH2:9][C:10]1[N:15]=[CH:14][C:13]2[N:16]=[CH:17][N:18]([C:19]3[S:23][C:22]([C:24]([O:26][CH3:27])=[O:25])=[C:21]([O:28][C@@H:36]([C:31]4[CH:32]=[CH:33][CH:34]=[CH:35][C:30]=4[F:29])[CH3:37])[CH:20]=3)[C:12]=2[CH:11]=1)([C:4]([CH3:5])([CH3:6])[CH3:7])([CH3:2])[CH3:3]. (3) The product is: [C:21]([NH:25][C@:8]1([C:34](=[O:35])[NH:30][C:26]([CH3:29])([CH3:28])[CH3:27])[C@@H:4]([CH2:1][CH:2]=[CH2:3])[CH2:5][C@H:6]([NH:10][C:11](=[O:20])[O:12][CH2:13][C:14]2[CH:19]=[CH:18][CH:17]=[CH:16][CH:15]=2)[CH2:7]1)(=[O:24])[CH3:22]. Given the reactants [CH2:1]([CH:4]1[C:8](=O)[CH2:7][CH:6]([NH:10][C:11](=[O:20])[O:12][CH2:13][C:14]2[CH:19]=[CH:18][CH:17]=[CH:16][CH:15]=2)[CH2:5]1)[CH:2]=[CH2:3].[C:21]([O-:24])(=O)[CH3:22].[NH4+:25].[C:26]([N+:30]#[C-])([CH3:29])([CH3:28])[CH3:27].FC(F)(F)[CH2:34][OH:35], predict the reaction product. (4) Given the reactants [N:1]1[CH:6]=[CH:5][CH:4]=[C:3]([C:7]2[S:8][CH:9]=[C:10]([C:12]([OH:14])=O)[N:11]=2)[CH:2]=1.[NH2:15][C@H:16]([CH3:32])[CH2:17][N:18]1[CH:22]=[CH:21][C:20]([C:23]2[CH:30]=[CH:29][C:26]([C:27]#[N:28])=[C:25]([Cl:31])[CH:24]=2)=[N:19]1, predict the reaction product. The product is: [Cl:31][C:25]1[CH:24]=[C:23]([C:20]2[CH:21]=[CH:22][N:18]([CH2:17][C@H:16]([NH:15][C:12]([C:10]3[N:11]=[C:7]([C:3]4[CH:2]=[N:1][CH:6]=[CH:5][CH:4]=4)[S:8][CH:9]=3)=[O:14])[CH3:32])[N:19]=2)[CH:30]=[CH:29][C:26]=1[C:27]#[N:28]. (5) Given the reactants C([O:3][C:4]([C:6]1([CH2:37][CH3:38])[CH2:11][CH2:10][N:9]([C:12]2[N:17]=[CH:16][C:15]([C:18]3[CH:19]=[C:20](/[CH:33]=[N:34]/OC)[C:21]4[S:25][C:24]([NH:26][C:27](=[O:31])[NH:28][CH2:29][CH3:30])=[N:23][C:22]=4[CH:32]=3)=[CH:14][N:13]=2)[CH2:8][CH2:7]1)=[O:5])C.[OH2:39].CC#N, predict the reaction product. The product is: [C:33]([C:20]1[C:21]2[S:25][C:24]([NH:26][C:27](=[O:31])[NH:28][CH2:29][CH3:30])=[N:23][C:22]=2[CH:32]=[C:18]([C:15]2[CH:14]=[N:13][C:12]([N:9]3[CH2:8][CH2:7][C:6]([CH2:37][CH3:38])([C:4]([OH:3])=[O:5])[CH2:11][CH2:10]3)=[N:17][CH:16]=2)[CH:19]=1)(=[O:39])[NH2:34].